This data is from Full USPTO retrosynthesis dataset with 1.9M reactions from patents (1976-2016). The task is: Predict the reactants needed to synthesize the given product. (1) Given the product [CH3:32][N:33]1[CH2:38][CH2:37][N:36]([C:12]2[N:17]=[C:16]3[N:18]([CH2:21][C:22]4[CH:23]=[C:24]5[C:29](=[CH:30][CH:31]=4)[N:28]=[CH:27][CH:26]=[CH:25]5)[N:19]=[N:20][C:15]3=[CH:14][CH:13]=2)[CH2:35][CH2:34]1, predict the reactants needed to synthesize it. The reactants are: FC1C=C([C:12]2[N:17]=[C:16]3[N:18]([CH2:21][C:22]4[CH:23]=[C:24]5[C:29](=[CH:30][CH:31]=4)[N:28]=[CH:27][CH:26]=[CH:25]5)[N:19]=[N:20][C:15]3=[CH:14][CH:13]=2)C=CC=1C(NC)=O.[CH3:32][N:33]1[CH2:38][CH2:37][NH:36][CH2:35][CH2:34]1.[F-].[Cs+]. (2) Given the product [OH:20][C:17]([CH3:19])([CH3:18])[CH:15]([NH:14][C:12]([C:9]1[CH:8]=[CH:7][C:6]2[C:11](=[C:2]([C:24]3[CH:23]=[C:22]([F:21])[C:27]([F:28])=[C:26]([F:29])[CH:25]=3)[CH:3]=[N:4][CH:5]=2)[N:10]=1)=[O:13])[CH3:16], predict the reactants needed to synthesize it. The reactants are: Br[C:2]1[CH:3]=[N:4][CH:5]=[C:6]2[C:11]=1[N:10]=[C:9]([C:12]([NH:14][CH:15]([C:17]([OH:20])([CH3:19])[CH3:18])[CH3:16])=[O:13])[CH:8]=[CH:7]2.[F:21][C:22]1[CH:23]=[C:24](B(O)O)[CH:25]=[C:26]([F:29])[C:27]=1[F:28]. (3) Given the product [Br:8][C:3]1[C:2]([O:1][CH2:9][C:10]([F:13])([F:12])[F:11])=[CH:7][CH:6]=[CH:5][N:4]=1, predict the reactants needed to synthesize it. The reactants are: [OH:1][C:2]1[C:3]([Br:8])=[N:4][CH:5]=[CH:6][CH:7]=1.[CH2:9](O)[C:10]([F:13])([F:12])[F:11].C1C=CC(P(C2C=CC=CC=2)C2C=CC=CC=2)=CC=1.CC(OC(/N=N/C(OC(C)C)=O)=O)C. (4) Given the product [Cl:1][C:2]1[CH:3]=[C:4]([CH:24]=[CH:25][CH:26]=1)[CH2:5][NH:6][C:7]([C:9]1[S:10][C:11]([CH3:27])=[CH:12][C:13]=1[NH:14][C:15]1[C:16]2[CH:23]=[CH:22][NH:21][C:17]=2[N:18]=[CH:19][N:20]=1)=[O:8], predict the reactants needed to synthesize it. The reactants are: [Cl:1][C:2]1[CH:3]=[C:4]([CH:24]=[CH:25][CH:26]=1)[CH2:5][NH:6][C:7]([C:9]1[S:10][CH:11]=[CH:12][C:13]=1[NH:14][C:15]1[C:16]2[CH:23]=[CH:22][NH:21][C:17]=2[N:18]=[CH:19][N:20]=1)=[O:8].[CH3:27]OC(C1SC(C)=CC=1NC1C2C=CNC=2N=CN=1)=O. (5) Given the product [Br:1][C:2]1[C:3]([CH3:10])=[N:4][C:5]([O:9][CH2:12][CH2:13][O:14][Si:15]([C:18]([CH3:21])([CH3:20])[CH3:19])([CH3:17])[CH3:16])=[N:6][C:7]=1[CH3:8], predict the reactants needed to synthesize it. The reactants are: [Br:1][C:2]1[C:3]([CH3:10])=[N:4][C:5]([OH:9])=[N:6][C:7]=1[CH3:8].Br[CH2:12][CH2:13][O:14][Si:15]([C:18]([CH3:21])([CH3:20])[CH3:19])([CH3:17])[CH3:16].C(=O)([O-])[O-].[K+].[K+].CN(C=O)C. (6) The reactants are: B(Br)(Br)Br.[F:5][C:6]([F:30])([F:29])[C:7]1[CH:8]=[C:9]([NH:13][C:14]([N:16]2[CH2:22][CH2:21][CH2:20][CH2:19][C:18]3[CH:23]=[C:24]([O:27]C)[CH:25]=[CH:26][C:17]2=3)=[O:15])[CH:10]=[CH:11][CH:12]=1.C([O-])([O-])=O.[Na+].[Na+].CCOC(C)=O. Given the product [F:29][C:6]([F:5])([F:30])[C:7]1[CH:8]=[C:9]([NH:13][C:14]([N:16]2[CH2:22][CH2:21][CH2:20][CH2:19][C:18]3[CH:23]=[C:24]([OH:27])[CH:25]=[CH:26][C:17]2=3)=[O:15])[CH:10]=[CH:11][CH:12]=1, predict the reactants needed to synthesize it. (7) Given the product [Br:1][C:2]1[CH:3]=[C:4]([N:8]2[C:16]3[C:11](=[CH:12][C:13]([N:26]4[CH:27]=[C:23]([CH3:22])[N:24]=[CH:25]4)=[CH:14][CH:15]=3)[C:10]([C:18]([O:20][CH3:21])=[O:19])=[N:9]2)[CH:5]=[CH:6][CH:7]=1, predict the reactants needed to synthesize it. The reactants are: [Br:1][C:2]1[CH:3]=[C:4]([N:8]2[C:16]3[C:11](=[CH:12][C:13](I)=[CH:14][CH:15]=3)[C:10]([C:18]([O:20][CH3:21])=[O:19])=[N:9]2)[CH:5]=[CH:6][CH:7]=1.[CH3:22][C:23]1[N:24]=[CH:25][NH:26][CH:27]=1.CN[C@@H]1CCCC[C@H]1NC.C(=O)([O-])[O-].[Cs+].[Cs+].CN(C=O)C. (8) Given the product [Br:1][C:2]1[CH:7]=[C:6]2[C:5]([CH2:10][N:39]([C:20]([C:21]3[CH:26]=[CH:25][CH:24]=[CH:23][CH:22]=3)([C:33]3[CH:34]=[CH:35][CH:36]=[CH:37][CH:38]=3)[C:27]3[CH:28]=[CH:29][CH:30]=[CH:31][CH:32]=3)[CH2:8]2)=[C:4]([O:12][CH3:13])[CH:3]=1, predict the reactants needed to synthesize it. The reactants are: [Br:1][C:2]1[CH:3]=[C:4]([O:12][CH3:13])[C:5]([CH2:10]Br)=[C:6]([CH2:8]Br)[CH:7]=1.C(=O)([O-])[O-].[K+].[K+].[C:20]([NH2:39])([C:33]1[CH:38]=[CH:37][CH:36]=[CH:35][CH:34]=1)([C:27]1[CH:32]=[CH:31][CH:30]=[CH:29][CH:28]=1)[C:21]1[CH:26]=[CH:25][CH:24]=[CH:23][CH:22]=1.O. (9) Given the product [CH2:3]=[CH:2][CH2:1][CH:6]([OH:12])[CH2:7][CH2:8][CH2:9][CH2:10][CH3:11], predict the reactants needed to synthesize it. The reactants are: [CH2:1]([Mg]Br)[CH:2]=[CH2:3].[CH:6](=[O:12])[CH2:7][CH2:8][CH2:9][CH2:10][CH3:11].